This data is from Full USPTO retrosynthesis dataset with 1.9M reactions from patents (1976-2016). The task is: Predict the reactants needed to synthesize the given product. (1) Given the product [CH3:9][C:10]1[CH:18]=[CH:17][CH:16]=[C:15]2[C:11]=1[C:12]([CH2:2][CH2:1][C:3]1[CH:8]=[CH:7][N:6]=[CH:5][CH:4]=1)=[CH:13][NH:14]2, predict the reactants needed to synthesize it. The reactants are: [CH:1]([C:3]1[CH:8]=[CH:7][N:6]=[CH:5][CH:4]=1)=[CH2:2].[CH3:9][C:10]1[CH:18]=[CH:17][CH:16]=[C:15]2[C:11]=1[CH:12]=[CH:13][NH:14]2. (2) Given the product [CH3:23][O:22][N:21]([CH3:20])[C:10](=[O:11])[CH2:9][C:6]1[CH:7]=[CH:8][C:3]([O:2][CH3:1])=[CH:4][CH:5]=1, predict the reactants needed to synthesize it. The reactants are: [CH3:1][O:2][C:3]1[CH:8]=[CH:7][C:6]([CH2:9][C:10](Cl)=[O:11])=[CH:5][CH:4]=1.N1C=CC=CC=1.Cl.[CH3:20][NH:21][O:22][CH3:23]. (3) Given the product [NH2:12][C:6]1[CH:7]=[N:8][C:9]2[C:4]([C:5]=1[NH:15][C:16]1[CH:17]=[CH:18][C:19]([C:22]([CH3:25])([CH3:26])[C:23]#[N:24])=[CH:20][CH:21]=1)=[CH:3][C:2]([Cl:1])=[CH:11][CH:10]=2, predict the reactants needed to synthesize it. The reactants are: [Cl:1][C:2]1[CH:3]=[C:4]2[C:9](=[CH:10][CH:11]=1)[N:8]=[CH:7][C:6]([N+:12]([O-])=O)=[C:5]2[NH:15][C:16]1[CH:21]=[CH:20][C:19]([C:22]([CH3:26])([CH3:25])[C:23]#[N:24])=[CH:18][CH:17]=1.